This data is from Full USPTO retrosynthesis dataset with 1.9M reactions from patents (1976-2016). The task is: Predict the reactants needed to synthesize the given product. (1) Given the product [OH:27][C:17]1([C:16]([F:29])([F:15])[F:28])[N:9]([C:6]2[CH:7]=[CH:8][C:3]([C:1]#[N:2])=[CH:4][CH:5]=2)[N:10]=[C:19]([C:21]2[CH:22]=[N:23][CH:24]=[CH:25][CH:26]=2)[CH2:18]1, predict the reactants needed to synthesize it. The reactants are: [C:1]([C:3]1[CH:8]=[CH:7][C:6]([NH:9][NH2:10])=[CH:5][CH:4]=1)#[N:2].C(O)(=O)C.[F:15][C:16]([F:29])([F:28])[C:17](=[O:27])[CH2:18][C:19]([C:21]1[CH:22]=[N:23][CH:24]=[CH:25][CH:26]=1)=O. (2) Given the product [Cl:1][C:2]1[CH:7]=[CH:6][C:5]([C:8]2[C:9]([C:14]([OH:16])=[O:15])=[N:10][CH:11]=[CH:12][CH:13]=2)=[CH:4][C:3]=1[C:18]([NH:20][CH2:21][C:22]1([OH:29])[CH2:23][CH2:24][CH2:25][CH2:26][CH2:27][CH2:28]1)=[O:19], predict the reactants needed to synthesize it. The reactants are: [Cl:1][C:2]1[CH:7]=[CH:6][C:5]([C:8]2[C:9]([C:14]([O:16]C)=[O:15])=[N:10][CH:11]=[CH:12][CH:13]=2)=[CH:4][C:3]=1[C:18]([NH:20][CH2:21][C:22]1([OH:29])[CH2:28][CH2:27][CH2:26][CH2:25][CH2:24][CH2:23]1)=[O:19].[OH-].[K+].O.CO. (3) Given the product [OH:1][CH2:2][C:3]1[CH:8]=[CH:7][C:6]([CH2:9][C:10]([O:12][CH3:14])=[O:11])=[CH:5][CH:4]=1, predict the reactants needed to synthesize it. The reactants are: [OH:1][CH2:2][C:3]1[CH:8]=[CH:7][C:6]([CH2:9][C:10]([OH:12])=[O:11])=[CH:5][CH:4]=1.[Si](C=[N+]=[N-])(C)(C)[CH3:14]. (4) Given the product [NH2:8][CH2:7][C:6]1[C:5]([NH:10][C@H:11]([C:14]2[CH:19]=[CH:18][C:17]([F:20])=[CH:16][CH:15]=2)[CH2:12][OH:13])=[N:4][C:3]([NH:21][C:22]2[CH:26]=[C:25]([O:27][CH:28]([CH3:30])[CH3:29])[NH:24][N:23]=2)=[C:2]([F:1])[CH:9]=1, predict the reactants needed to synthesize it. The reactants are: [F:1][C:2]1[C:3]([NH:21][C:22]2[CH:26]=[C:25]([O:27][CH:28]([CH3:30])[CH3:29])[NH:24][N:23]=2)=[N:4][C:5]([NH:10][C@H:11]([C:14]2[CH:19]=[CH:18][C:17]([F:20])=[CH:16][CH:15]=2)[CH2:12][OH:13])=[C:6]([CH:9]=1)[C:7]#[N:8].Cl.N#N. (5) Given the product [F:1][C:2]1[CH:10]=[C:9]2[C:5]([C:6]([CH2:11][C:12]([O:14][CH2:15][CH3:16])=[O:13])=[N:7][N:8]2[CH2:30][C:29]2[CH:32]=[CH:33][C:26]([N+:23]([O-:25])=[O:24])=[CH:27][CH:28]=2)=[CH:4][CH:3]=1, predict the reactants needed to synthesize it. The reactants are: [F:1][C:2]1[CH:10]=[C:9]2[C:5]([C:6]([CH2:11][C:12]([O:14][CH2:15][CH3:16])=[O:13])=[N:7][NH:8]2)=[CH:4][CH:3]=1.C(=O)([O-])[O-].[Cs+].[Cs+].[N+:23]([C:26]1[CH:33]=[CH:32][C:29]([CH2:30]Br)=[CH:28][CH:27]=1)([O-:25])=[O:24]. (6) Given the product [CH2:45]([O:44][C:42]([C:33]1[S:32][C:31]([NH:30][C:28]([NH:25][CH2:26][CH3:27])=[O:4])=[C:35]([C:36]([O:38][CH2:39][CH3:40])=[O:37])[C:34]=1[CH3:41])=[O:43])[CH3:46], predict the reactants needed to synthesize it. The reactants are: C(O)(=[O:4])CC.C1(P(N=[N+]=[N-])(C2C=CC=CC=2)=O)C=CC=CC=1.C([N:25]([CH2:28]C)[CH2:26][CH3:27])C.[NH2:30][C:31]1[S:32][C:33]([C:42]([O:44][CH2:45][CH3:46])=[O:43])=[C:34]([CH3:41])[C:35]=1[C:36]([O:38][CH2:39][CH3:40])=[O:37].